Predict which catalyst facilitates the given reaction. From a dataset of Catalyst prediction with 721,799 reactions and 888 catalyst types from USPTO. (1) Reactant: [CH3:1][O:2][C:3](=[O:13])[C:4]1[CH:9]=[CH:8][C:7]([NH2:10])=[CH:6][C:5]=1[O:11][CH3:12].[S-:14][C:15]#[N:16].[K+].BrBr. Product: [CH3:1][O:2][C:3]([C:4]1[C:5]([O:11][CH3:12])=[CH:6][C:7]2[N:10]=[C:15]([NH2:16])[S:14][C:8]=2[CH:9]=1)=[O:13]. The catalyst class is: 15. (2) Reactant: [Cl:1][C:2]1[CH:7]=[CH:6][C:5]([CH:8]([C:26]2[CH:31]=[CH:30][C:29]([Cl:32])=[CH:28][CH:27]=2)[C:9]2[CH:10]=[C:11]3[C:16](=[CH:17][CH:18]=2)[N:15]=[N:14][CH:13]=[C:12]3[NH:19][CH:20]2[CH2:25][CH2:24][NH:23][CH2:22][CH2:21]2)=[CH:4][CH:3]=1.C(N(CC)CC)C.Cl[S:41]([C:44]1[S:48][C:47]([C:49]([O:51][CH3:52])=[O:50])=[CH:46][CH:45]=1)(=[O:43])=[O:42]. Product: [Cl:1][C:2]1[CH:7]=[CH:6][C:5]([CH:8]([C:26]2[CH:27]=[CH:28][C:29]([Cl:32])=[CH:30][CH:31]=2)[C:9]2[CH:10]=[C:11]3[C:16](=[CH:17][CH:18]=2)[N:15]=[N:14][CH:13]=[C:12]3[NH:19][CH:20]2[CH2:21][CH2:22][N:23]([S:41]([C:44]3[S:48][C:47]([C:49]([O:51][CH3:52])=[O:50])=[CH:46][CH:45]=3)(=[O:42])=[O:43])[CH2:24][CH2:25]2)=[CH:4][CH:3]=1. The catalyst class is: 4. (3) Product: [C:19]([C:18]1[CH:17]=[CH:16][C:15]([N:14]2[C:10]([C:8]3[C:7]([CH3:23])=[C:6]([C:24]4[CH:29]=[CH:28][CH:27]=[C:26]([C:30]([F:32])([F:33])[F:31])[CH:25]=4)[C:5]4[N:4]([N:3]=[C:2]([NH:1][C:38](=[O:39])[CH2:37][N:36]([CH3:41])[CH3:35])[N:34]=4)[CH:9]=3)=[CH:11][CH:12]=[N:13]2)=[CH:22][CH:21]=1)#[N:20]. Reactant: [NH2:1][C:2]1[N:34]=[C:5]2[C:6]([C:24]3[CH:29]=[CH:28][CH:27]=[C:26]([C:30]([F:33])([F:32])[F:31])[CH:25]=3)=[C:7]([CH3:23])[C:8]([C:10]3[N:14]([C:15]4[CH:22]=[CH:21][C:18]([C:19]#[N:20])=[CH:17][CH:16]=4)[N:13]=[CH:12][CH:11]=3)=[CH:9][N:4]2[N:3]=1.[CH3:35][N:36]([CH3:41])[CH2:37][C:38](O)=[O:39].C(N(CC)CC)C.CN(C(ON1N=NC2C=CC=NC1=2)=[N+](C)C)C.F[P-](F)(F)(F)(F)F. The catalyst class is: 3. (4) Reactant: [Cl:1][C:2]1[N:7]=[CH:6][C:5]([C:8]([NH:11][C:12](=O)[CH3:13])([CH3:10])[CH3:9])=[CH:4][CH:3]=1.Cl. Product: [Cl:1][C:2]1[N:7]=[CH:6][C:5]([C:8]([NH:11][CH2:12][CH3:13])([CH3:9])[CH3:10])=[CH:4][CH:3]=1. The catalyst class is: 1. (5) Reactant: ClCCl.Br[C:5]1[CH:13]=[CH:12][CH:11]=[C:10]2[C:6]=1[CH2:7][N:8]([CH2:15][CH2:16][C:17]1[CH:26]=[CH:25][C:24]3[C:19](=[CH:20][CH:21]=[CH:22][CH:23]=3)[N:18]=1)[C:9]2=[O:14].[CH3:27][N:28]([CH3:38])[C:29]1[N:34]=[CH:33][C:32](B(O)O)=[CH:31][N:30]=1.C([O-])([O-])=O.[Cs+].[Cs+]. Product: [CH3:27][N:28]([CH3:38])[C:29]1[N:34]=[CH:33][C:32]([C:5]2[CH:13]=[CH:12][CH:11]=[C:10]3[C:6]=2[CH2:7][N:8]([CH2:15][CH2:16][C:17]2[CH:26]=[CH:25][C:24]4[C:19](=[CH:20][CH:21]=[CH:22][CH:23]=4)[N:18]=2)[C:9]3=[O:14])=[CH:31][N:30]=1. The catalyst class is: 75. (6) Reactant: Cl.[NH2:2][CH2:3][CH2:4][O:5][C:6]([C:8]1[CH:9]([C:29]2[CH:34]=[CH:33][CH:32]=[CH:31][C:30]=2[F:35])[C:10]2[C:17]([NH2:18])=[C:16]([C:19](=[O:28])[C:20]3[CH:25]=[CH:24][C:23]([Cl:26])=[C:22]([Cl:27])[CH:21]=3)[S:15][C:11]=2[NH:12][C:13]=1[CH3:14])=[O:7].[C:36](OC(=O)C)(=[O:38])[CH3:37].C(N(CC)CC)C. Product: [C:36]([NH:2][CH2:3][CH2:4][O:5][C:6]([C:8]1[CH:9]([C:29]2[CH:34]=[CH:33][CH:32]=[CH:31][C:30]=2[F:35])[C:10]2[C:17]([NH2:18])=[C:16]([C:19](=[O:28])[C:20]3[CH:25]=[CH:24][C:23]([Cl:26])=[C:22]([Cl:27])[CH:21]=3)[S:15][C:11]=2[NH:12][C:13]=1[CH3:14])=[O:7])(=[O:38])[CH3:37]. The catalyst class is: 3. (7) The catalyst class is: 12. Reactant: Br[C:2]1[CH:3]=[C:4]2[C:8](=[CH:9][CH:10]=1)[NH:7][C:6](=[O:11])[CH2:5]2.[B:12]1([B:12]2[O:16][C:15]([CH3:18])([CH3:17])[C:14]([CH3:20])([CH3:19])[O:13]2)[O:16][C:15]([CH3:18])([CH3:17])[C:14]([CH3:20])([CH3:19])[O:13]1.C([O-])(=O)C.[K+]. Product: [NH:7]1[C:8]2[C:4](=[CH:3][C:2]([B:12]3[O:16][C:15]([CH3:18])([CH3:17])[C:14]([CH3:20])([CH3:19])[O:13]3)=[CH:10][CH:9]=2)[CH2:5][C:6]1=[O:11].